The task is: Regression. Given a peptide amino acid sequence and an MHC pseudo amino acid sequence, predict their binding affinity value. This is MHC class I binding data.. This data is from Peptide-MHC class I binding affinity with 185,985 pairs from IEDB/IMGT. (1) The peptide sequence is TTDAEACYIY. The MHC is HLA-A68:01 with pseudo-sequence HLA-A68:01. The binding affinity (normalized) is 0.384. (2) The binding affinity (normalized) is 0. The MHC is HLA-A02:01 with pseudo-sequence HLA-A02:01. The peptide sequence is DITFLRPVL. (3) The peptide sequence is LRTMSYKL. The MHC is Mamu-B03 with pseudo-sequence Mamu-B03. The binding affinity (normalized) is 0.181. (4) The peptide sequence is FLTGYLQL. The MHC is HLA-A02:06 with pseudo-sequence HLA-A02:06. The binding affinity (normalized) is 0.389. (5) The peptide sequence is LMQWWSDYV. The MHC is HLA-A02:11 with pseudo-sequence HLA-A02:11. The binding affinity (normalized) is 1.00. (6) The peptide sequence is EKPKFLPDL. The binding affinity (normalized) is 0.0847. The MHC is HLA-B58:01 with pseudo-sequence HLA-B58:01. (7) The MHC is Mamu-B52 with pseudo-sequence Mamu-B52. The peptide sequence is QGNVYVKF. The binding affinity (normalized) is 0.956. (8) The peptide sequence is QPQNGQFIHFY. The MHC is H-2-Kb with pseudo-sequence H-2-Kb. The binding affinity (normalized) is 0.0735.